Dataset: Reaction yield outcomes from USPTO patents with 853,638 reactions. Task: Predict the reaction yield, written as a fraction of the theoretical maximum amount of product (1.0 means a 100% yield; for example, 0.34 means a 34% yield). (1) The yield is 0.870. The reactants are [NH2:1][C:2]1[CH:7]=[CH:6][CH:5]=[CH:4][CH:3]=1.O.C1(C)C=CC(S(O)(=O)=O)=CC=1.[CH3:20][O:21][C:22]1[CH:27]=[CH:26][C:25]([N:28]2[CH2:33][CH2:32][N:31]([C:34]3[C:35]([CH3:48])=[C:36]([CH3:47])[C:37]4[O:41][C:40]([CH3:43])([CH3:42])[CH:39](O)[C:38]=4[C:45]=3[CH3:46])[CH2:30][CH2:29]2)=[CH:24][CH:23]=1.CCCCCC.C(OCC)(=O)C. The catalyst is CO. The product is [C:2]1([NH:1][CH:39]2[C:38]3[C:45]([CH3:46])=[C:34]([N:31]4[CH2:30][CH2:29][N:28]([C:25]5[CH:24]=[CH:23][C:22]([O:21][CH3:20])=[CH:27][CH:26]=5)[CH2:33][CH2:32]4)[C:35]([CH3:48])=[C:36]([CH3:47])[C:37]=3[O:41][C:40]2([CH3:43])[CH3:42])[CH:7]=[CH:6][CH:5]=[CH:4][CH:3]=1. (2) The catalyst is CN(C)C=O. The yield is 0.470. The product is [F:19][C:16]1[CH:17]=[CH:18][C:13]([C:12]2[C:3]([CH2:2][O:32][C:30](=[S:31])[C:29]3[CH:33]=[CH:34][C:26]([CH3:25])=[CH:27][CH:28]=3)=[C:4]3[C:9](=[CH:10][CH:11]=2)[NH:8][C:7]([CH3:22])([CH3:23])[CH:6]=[C:5]3[CH3:24])=[C:14]([O:20][CH3:21])[CH:15]=1. The reactants are Cl[CH2:2][C:3]1[C:12]([C:13]2[CH:18]=[CH:17][C:16]([F:19])=[CH:15][C:14]=2[O:20][CH3:21])=[CH:11][CH:10]=[C:9]2[C:4]=1[C:5]([CH3:24])=[CH:6][C:7]([CH3:23])([CH3:22])[NH:8]2.[CH3:25][C:26]1[CH:34]=[CH:33][C:29]([C:30]([OH:32])=[S:31])=[CH:28][CH:27]=1.C(=O)([O-])[O-].[K+].[K+].C(OCC)(=O)C. (3) The reactants are [C:1]([O:5][C:6]([NH:8][CH:9]1[C:27](=[O:28])[N:26]2[CH:22]([CH2:23][CH:24]([O:29][C:30]3[C:39]4[C:34](=[CH:35][CH:36]=[CH:37][CH:38]=4)[CH:33]=[CH:32][N:31]=3)[CH2:25]2)[C:21](=[O:40])[NH:20][C:19]2([C:41](O)=[O:42])[CH:17]([CH2:18]2)[CH:16]=[CH:15][CH2:14][CH2:13][CH2:12][CH2:11][CH2:10]1)=[O:7])([CH3:4])([CH3:3])[CH3:2].[CH:44]1([S:48]([NH2:51])(=[O:50])=[O:49])[CH2:47][CH2:46][CH2:45]1. The catalyst is CO.C(Cl)Cl. The product is [C:1]([O:5][C:6](=[O:7])[NH:8][CH:9]1[C:27](=[O:28])[N:26]2[CH:22]([CH2:23][CH:24]([O:29][C:30]3[C:39]4[C:34](=[CH:35][CH:36]=[CH:37][CH:38]=4)[CH:33]=[CH:32][N:31]=3)[CH2:25]2)[C:21](=[O:40])[NH:20][C:19]2([C:41]([NH:51][S:48]([C:44]3([CH3:45])[CH2:46][CH2:47]3)(=[O:50])=[O:49])=[O:42])[CH:17]([CH2:18]2)[CH:16]=[CH:15][CH2:14][CH2:13][CH2:12][CH2:11][CH2:10]1)([CH3:4])([CH3:3])[CH3:2]. The yield is 0.580. (4) The reactants are [S:1]1[CH:5]=[CH:4][N:3]=[C:2]1[C:6]1[CH:14]=[CH:13][CH:12]=[C:11]2[C:7]=1[C:8]([NH2:15])=[N:9][NH:10]2.CC1(C)OC(=O)[CH:20]([C:24]([CH:26]2[CH2:31][CH2:30][N:29]([C:32]([O:34][C:35]([CH3:38])([CH3:37])[CH3:36])=[O:33])[CH2:28][CH2:27]2)=O)[C:19](=O)[O:18]1.P([O-])([O-])([O-])=O.[K+].[K+].[K+]. The catalyst is C(#N)C. The product is [O:18]=[C:19]1[CH:20]=[C:24]([CH:26]2[CH2:31][CH2:30][N:29]([C:32]([O:34][C:35]([CH3:38])([CH3:37])[CH3:36])=[O:33])[CH2:28][CH2:27]2)[N:9]2[N:10]=[C:11]3[C:7]([C:6]([C:2]4[S:1][CH:5]=[CH:4][N:3]=4)=[CH:14][CH:13]=[CH:12]3)=[C:8]2[NH:15]1. The yield is 0.500. (5) The reactants are [CH:1]([NH:4][C:5]1[C:10]([C:11](OCC)=[O:12])=[CH:9][N:8]=[C:7]([S:16][CH3:17])[N:6]=1)([CH3:3])[CH3:2].[H-].[H-].[H-].[H-].[Li+].[Al+3]. The catalyst is C1COCC1. The product is [CH:1]([NH:4][C:5]1[C:10]([CH2:11][OH:12])=[CH:9][N:8]=[C:7]([S:16][CH3:17])[N:6]=1)([CH3:3])[CH3:2]. The yield is 0.984. (6) The reactants are [CH3:1][C@@H:2]([CH2:23][CH3:24])[C@H:3]([NH:11][CH2:12][CH2:13][NH:14][CH2:15][C:16]1[CH:21]=[CH:20][CH:19]=[C:18]([CH3:22])[N:17]=1)[C:4]([O:6][C:7]([CH3:10])([CH3:9])[CH3:8])=[O:5].[N+](C1C=C[C:31]([O:34]C(=O)OC2C=CC([N+]([O-])=O)=CC=2)=CC=1)([O-])=O. The catalyst is CN(C=O)C. The product is [CH3:1][C@@H:2]([CH2:23][CH3:24])[C@H:3]([N:11]1[CH2:12][CH2:13][N:14]([CH2:15][C:16]2[CH:21]=[CH:20][CH:19]=[C:18]([CH3:22])[N:17]=2)[C:31]1=[O:34])[C:4]([O:6][C:7]([CH3:10])([CH3:8])[CH3:9])=[O:5]. The yield is 0.570. (7) The reactants are [CH2:1]([O:5][C:6]1[CH:10]=[C:9]([C:11]([O:13][CH3:14])=[O:12])[NH:8][N:7]=1)[CH2:2][CH2:3][CH3:4].[Cl:15][C:16]1[CH:21]=[C:20]([C:22]([F:25])([F:24])[F:23])[CH:19]=[CH:18][C:17]=1[CH2:26]Cl.C(=O)([O-])[O-].[K+].[K+].CN(C)C=O. The catalyst is O. The product is [CH2:1]([O:5][C:6]1[CH:10]=[C:9]([C:11]([O:13][CH3:14])=[O:12])[N:8]([CH2:26][C:17]2[CH:18]=[CH:19][C:20]([C:22]([F:23])([F:25])[F:24])=[CH:21][C:16]=2[Cl:15])[N:7]=1)[CH2:2][CH2:3][CH3:4]. The yield is 0.680.